This data is from Reaction yield outcomes from USPTO patents with 853,638 reactions. The task is: Predict the reaction yield, written as a fraction of the theoretical maximum amount of product (1.0 means a 100% yield; for example, 0.34 means a 34% yield). (1) The reactants are [F:1][C:2]1[CH:10]=[CH:9][C:8]2[NH:7][C:6]3[CH:11]=[N:12][N:13](C4CCCCO4)[C:5]=3[C:4]=2[CH:3]=1.Br[C:21]1[CH:22]=[CH:23][C:24]([N:28]2[CH2:33][CH2:32][O:31][CH2:30][CH2:29]2)=[N:25][C:26]=1[CH3:27].C([O-])([O-])=O.[Cs+].[Cs+].CN(C=O)C. The catalyst is CO.Cl.S1C=CC=C1C(O[Cu])=O. The product is [F:1][C:2]1[CH:10]=[CH:9][C:8]2[N:7]([C:21]3[CH:22]=[CH:23][C:24]([N:28]4[CH2:33][CH2:32][O:31][CH2:30][CH2:29]4)=[N:25][C:26]=3[CH3:27])[C:6]3[CH:11]=[N:12][NH:13][C:5]=3[C:4]=2[CH:3]=1. The yield is 0.100. (2) The reactants are [NH2:1][CH2:2][C:3]1[O:7][N:6]=[C:5]([C:8]([NH:10][C@@H:11]([CH3:27])[CH2:12][N:13]2[CH:17]=[CH:16][C:15]([C:18]3[CH:23]=[CH:22][C:21]([C:24]#[N:25])=[C:20]([Cl:26])[CH:19]=3)=[N:14]2)=[O:9])[CH:4]=1.[CH3:28][S:29](Cl)(=[O:31])=[O:30]. The catalyst is C(Cl)Cl. The product is [Cl:26][C:20]1[CH:19]=[C:18]([C:15]2[CH:16]=[CH:17][N:13]([CH2:12][C@@H:11]([NH:10][C:8]([C:5]3[CH:4]=[C:3]([CH2:2][NH:1][S:29]([CH3:28])(=[O:31])=[O:30])[O:7][N:6]=3)=[O:9])[CH3:27])[N:14]=2)[CH:23]=[CH:22][C:21]=1[C:24]#[N:25]. The yield is 0.0830. (3) The reactants are Br[C:2]1[CH:7]=[CH:6][CH:5]=[C:4]([Cl:8])[C:3]=1[F:9].C([Li])CCCCC.[Cl:17][CH2:18][C:19]([CH2:21][Cl:22])=[O:20].[Cl-].[NH4+]. The catalyst is C(OCC)C. The product is [Cl:17][CH2:18][C:19]([C:2]1[CH:7]=[CH:6][CH:5]=[C:4]([Cl:8])[C:3]=1[F:9])([OH:20])[CH2:21][Cl:22]. The yield is 0.510. (4) The reactants are Br[C:2]1[CH:7]=[C:6]([F:8])[CH:5]=[CH:4][C:3]=1[NH:9][C:10]([C:12]1[CH2:13][N:14]([C:18]([O:20][C:21]([CH3:24])([CH3:23])[CH3:22])=[O:19])[CH2:15][CH2:16][CH:17]=1)=[O:11].CCN(CC)CC. The catalyst is CN(C=O)C.[Br-].C([N+](CCCC)(CCCC)CCCC)CCC.CC([O-])=O.CC([O-])=O.[Pd+2]. The product is [F:8][C:6]1[CH:7]=[C:2]2[C:12]3([CH2:17][CH:16]=[CH:15][N:14]([C:18]([O:20][C:21]([CH3:24])([CH3:23])[CH3:22])=[O:19])[CH2:13]3)[C:10](=[O:11])[NH:9][C:3]2=[CH:4][CH:5]=1. The yield is 0.770. (5) The reactants are [CH:1]([NH:4][C:5]([C:7]1[C:15]2[C:10](=[N:11][C:12]([NH2:16])=[CH:13][CH:14]=2)[N:9]([C:17]([CH3:20])([CH3:19])[CH3:18])[N:8]=1)=[O:6])([CH3:3])[CH3:2].[C:21]1([CH3:30])[CH:26]=[CH:25][C:24]([C:27](Cl)=[O:28])=[CH:23][CH:22]=1. The catalyst is N1C=CC=CC=1. The product is [CH:1]([NH:4][C:5]([C:7]1[C:15]2[C:10](=[N:11][C:12]([NH:16][C:27](=[O:28])[C:24]3[CH:25]=[CH:26][C:21]([CH3:30])=[CH:22][CH:23]=3)=[CH:13][CH:14]=2)[N:9]([C:17]([CH3:18])([CH3:20])[CH3:19])[N:8]=1)=[O:6])([CH3:3])[CH3:2]. The yield is 0.440.